This data is from Peptide-MHC class I binding affinity with 185,985 pairs from IEDB/IMGT. The task is: Regression. Given a peptide amino acid sequence and an MHC pseudo amino acid sequence, predict their binding affinity value. This is MHC class I binding data. (1) The peptide sequence is APQFPHGSSA. The MHC is Mamu-A2201 with pseudo-sequence Mamu-A2201. The binding affinity (normalized) is 0.479. (2) The peptide sequence is RPALVFDITK. The MHC is HLA-A68:01 with pseudo-sequence HLA-A68:01. The binding affinity (normalized) is 0.548.